Dataset: Full USPTO retrosynthesis dataset with 1.9M reactions from patents (1976-2016). Task: Predict the reactants needed to synthesize the given product. (1) Given the product [S:20]1[CH:21]=[CH:22][CH:23]=[C:19]1[C:17]1[CH:18]=[C:9]([C:8]([OH:29])=[O:7])[C:10]([C:24]2[S:25][CH:26]=[CH:27][CH:28]=2)=[CH:11][C:12]=1[C:13]([OH:15])=[O:14], predict the reactants needed to synthesize it. The reactants are: [OH-].[Na+].C(O)C.C[O:7][C:8](=[O:29])[C:9]1[CH:18]=[C:17]([C:19]2[S:20][CH:21]=[CH:22][CH:23]=2)[C:12]([C:13]([O:15]C)=[O:14])=[CH:11][C:10]=1[C:24]1[S:25][CH:26]=[CH:27][CH:28]=1. (2) Given the product [N+:17]([C:14]1[CH:13]=[N:12][C:11]([N:4]2[CH:5]3[CH2:8][CH2:9][N:1]([CH2:7][CH2:6]3)[CH2:2][CH2:3]2)=[N:16][CH:15]=1)([O-:19])=[O:18], predict the reactants needed to synthesize it. The reactants are: [N:1]12[CH2:9][CH2:8][CH:5]([CH2:6][CH2:7]1)[NH:4][CH2:3][CH2:2]2.Cl[C:11]1[N:16]=[CH:15][C:14]([N+:17]([O-:19])=[O:18])=[CH:13][N:12]=1.C(=O)(O)[O-].[Na+]. (3) Given the product [Br:27][C:7]1[C:6]([O:19][CH3:20])=[C:5]([C:1]([CH3:2])([CH3:4])[CH3:3])[CH:13]=[C:12]2[C:8]=1[CH2:9][CH:10]([CH2:15][CH:16]([CH3:17])[CH3:18])[C:11]2=[O:14], predict the reactants needed to synthesize it. The reactants are: [C:1]([C:5]1[CH:13]=[C:12]2[C:8]([CH2:9][CH:10]([CH2:15][CH:16]([CH3:18])[CH3:17])[C:11]2=[O:14])=[CH:7][C:6]=1[O:19][CH3:20])([CH3:4])([CH3:3])[CH3:2].C([O-])(=O)C.[K+].O.[Br:27]Br. (4) Given the product [Cl:17][CH2:16][C:14]([NH:9][C:8]1[CH:7]=[CH:6][CH:5]=[CH:4][CH:3]=1)=[O:15], predict the reactants needed to synthesize it. The reactants are: CC[C:3]1[CH:4]=[CH:5][CH:6]=[C:7](C)[C:8]=1[N:9]([C:14]([CH2:16][Cl:17])=[O:15])COCC.CCC1C=CC=C(CC)C=1N(C(CCl)=O)COC.CCCCOCN(C(CCl)=O)C1C(CC)=CC=CC=1CC.CC1C(N(C(CCl)=O)C(COC)C)=C(C)SC=1.CC(N(C(CCl)=O)C1C=CC=CC=1)C.CC1C=CC=C(C)C=1N(C(CCl)=O)CN1N=CC=C1.CCC1C(N(C(CCl)=O)C(COC)C)=C(C)C=CC=1.CCCOCCN(C(CCl)=O)C1C(CC)=CC=CC=1CC.CC1C=CC=C(C)C=1N(C(CCl)=O)CC1SC=CC=1OC.CCOCCN(C(C1C=CC=CC=1)=C(C)C)C(CCl)=O.